Predict which catalyst facilitates the given reaction. From a dataset of Catalyst prediction with 721,799 reactions and 888 catalyst types from USPTO. (1) Reactant: [CH3:1][O:2][C:3]1[CH:8]=[CH:7][C:6]([C:9]2[C:18](=[O:19])[C:17]3[C:12](=[C:13]([O:23][CH2:24][CH2:25][CH3:26])[CH:14]=[C:15]4[CH2:22][CH2:21][CH2:20][C:16]4=3)[NH:11][CH:10]=2)=[CH:5][CH:4]=1.[I-].[Na+].[H-].[Na+].[P:31]([O:43][CH2:44]Cl)([O:38][C:39]([CH3:42])([CH3:41])[CH3:40])([O:33][C:34]([CH3:37])([CH3:36])[CH3:35])=[O:32]. Product: [P:31]([O:43][CH2:44][N:11]1[CH:10]=[C:9]([C:6]2[CH:5]=[CH:4][C:3]([O:2][CH3:1])=[CH:8][CH:7]=2)[C:18](=[O:19])[C:17]2[C:12]1=[C:13]([O:23][CH2:24][CH2:25][CH3:26])[CH:14]=[C:15]1[CH2:22][CH2:21][CH2:20][C:16]1=2)([O:33][C:34]([CH3:37])([CH3:36])[CH3:35])([O:38][C:39]([CH3:40])([CH3:41])[CH3:42])=[O:32]. The catalyst class is: 3. (2) Reactant: C(O[C:6]([N:8]([CH2:10][C:11]1[CH:12]=[C:13]([C:28]2[CH:33]=[CH:32][CH:31]=[CH:30][CH:29]=2)[N:14]([S:16]([C:19]2[CH:27]=[CH:26][CH:25]=[CH:24][C:20]=2[C:21]([OH:23])=[O:22])(=[O:18])=[O:17])[CH:15]=1)C)=O)(C)(C)C.C(OCC)(=O)C.[ClH:40].CO. Product: [ClH:40].[CH3:6][NH:8][CH2:10][C:11]1[CH:12]=[C:13]([C:28]2[CH:33]=[CH:32][CH:31]=[CH:30][CH:29]=2)[N:14]([S:16]([C:19]2[CH:27]=[CH:26][CH:25]=[CH:24][C:20]=2[C:21]([OH:23])=[O:22])(=[O:18])=[O:17])[CH:15]=1. The catalyst class is: 13.